This data is from Peptide-MHC class I binding affinity with 185,985 pairs from IEDB/IMGT. The task is: Regression. Given a peptide amino acid sequence and an MHC pseudo amino acid sequence, predict their binding affinity value. This is MHC class I binding data. (1) The peptide sequence is MMLAQAYYG. The MHC is HLA-A69:01 with pseudo-sequence HLA-A69:01. The binding affinity (normalized) is 0.254. (2) The peptide sequence is LTFIRSTMPL. The MHC is HLA-B51:01 with pseudo-sequence HLA-B51:01. The binding affinity (normalized) is 0.323. (3) The peptide sequence is SISKSNAKC. The MHC is HLA-A02:01 with pseudo-sequence HLA-A02:01. The binding affinity (normalized) is 0.0309.